From a dataset of Forward reaction prediction with 1.9M reactions from USPTO patents (1976-2016). Predict the product of the given reaction. (1) Given the reactants [Si](O[CH2:9][C:10]1[C:15]([CH3:16])=[CH:14][CH:13]=[C:12]([O:17]COC)[C:11]=1[C:21]1([OH:25])[CH2:24][CH2:23][CH2:22]1)(C(C)(C)C)(C)C, predict the reaction product. The product is: [CH3:16][C:15]1[C:10]2[CH2:9][O:25][C:21]3([CH2:22][CH2:23][CH2:24]3)[C:11]=2[C:12]([OH:17])=[CH:13][CH:14]=1. (2) Given the reactants [C:1]([O:8][CH3:9])(=[O:7])/[CH:2]=[CH:3]/[C:4]([O-:6])=[O:5].C1(C)C=CC=CC=1.[CH2:17]([N:19]([CH2:24][CH3:25])[C:20](=[O:23])[CH2:21]Cl)[CH3:18].C(N(CC)CC)C, predict the reaction product. The product is: [C:4]([O:6][CH2:21][C:20](=[O:23])[N:19]([CH2:24][CH3:25])[CH2:17][CH3:18])(=[O:5])/[CH:3]=[CH:2]/[C:1]([O:8][CH3:9])=[O:7]. (3) Given the reactants [Br:1][C:2]1[S:6][C:5]([C:7](=O)[CH2:8][C:9](=O)[C:10]([F:13])([F:12])[F:11])=[CH:4][CH:3]=1.[C:16]([CH2:18][C:19]([NH:21][CH2:22][C:23]1[CH:28]=[CH:27][C:26]([CH3:29])=[CH:25][C:24]=1[CH3:30])=[O:20])#[N:17].C1CCN2C(=NCCC2)CC1, predict the reaction product. The product is: [Br:1][C:2]1[S:6][C:5]([C:7]2[N:21]([CH2:22][C:23]3[CH:28]=[CH:27][C:26]([CH3:29])=[CH:25][C:24]=3[CH3:30])[C:19](=[O:20])[C:18]([C:16]#[N:17])=[C:9]([C:10]([F:13])([F:12])[F:11])[CH:8]=2)=[CH:4][CH:3]=1. (4) Given the reactants [Cl:1][C:2]1[CH:7]=[CH:6][C:5]([S:8][C:9]2[N:13]([CH3:14])[C:12]([C:15]3[CH:20]=[CH:19][CH:18]=[CH:17][N:16]=3)=[N:11][C:10]=2[C:21]2[CH:30]=[CH:29][C:24]([C:25]([NH:27][NH2:28])=[O:26])=[CH:23][CH:22]=2)=[CH:4][CH:3]=1.[C:31](N1C=CN=C1)(N1C=CN=C1)=[S:32].C(N(CC)CC)C, predict the reaction product. The product is: [Cl:1][C:2]1[CH:7]=[CH:6][C:5]([S:8][C:9]2[N:13]([CH3:14])[C:12]([C:15]3[CH:20]=[CH:19][CH:18]=[CH:17][N:16]=3)=[N:11][C:10]=2[C:21]2[CH:22]=[CH:23][C:24]([C:25]3[O:26][C:31](=[S:32])[NH:28][N:27]=3)=[CH:29][CH:30]=2)=[CH:4][CH:3]=1. (5) Given the reactants [Cl:1][C:2]1[C:3](Cl)=[N:4][CH:5]=[CH:6][CH:7]=1.[NH:9]1[CH:13]=[CH:12][CH:11]=[CH:10]1.[H-].[Na+].[OH-].[Na+], predict the reaction product. The product is: [Cl:1][C:2]1[CH:3]=[N:4][CH:5]=[C:6]([N:9]2[CH:13]=[CH:12][CH:11]=[CH:10]2)[CH:7]=1.